Dataset: Catalyst prediction with 721,799 reactions and 888 catalyst types from USPTO. Task: Predict which catalyst facilitates the given reaction. Reactant: [CH3:1][O:2][C:3]([CH2:5][C:6]1[CH:7]=[C:8]([S:12][S:12][C:8]2[CH:9]=[CH:10][CH:11]=[C:6]([CH2:5][C:3]([O:2][CH3:1])=[O:4])[CH:7]=2)[CH:9]=[CH:10][CH:11]=1)=[O:4].[BH4-].[Na+]. Product: [SH:12][C:8]1[CH:7]=[C:6]([CH2:5][C:3]([O:2][CH3:1])=[O:4])[CH:11]=[CH:10][CH:9]=1. The catalyst class is: 36.